This data is from Full USPTO retrosynthesis dataset with 1.9M reactions from patents (1976-2016). The task is: Predict the reactants needed to synthesize the given product. (1) Given the product [Cl:9][C:10]1[C:11]([NH:23][C:24]([C:26]2[C:34]3[C:29](=[CH:30][CH:31]=[CH:32][CH:33]=3)[NH:28][N:27]=2)=[O:25])=[CH:12][C:13]([F:22])=[C:14]([CH2:16][C:17]([O:19][CH2:20][CH3:21])=[O:18])[CH:15]=1, predict the reactants needed to synthesize it. The reactants are: C1(OC)C=CC=CC=1.[Cl:9][C:10]1[C:11]([NH:23][C:24]([C:26]2[C:34]3[C:29](=[CH:30][CH:31]=[CH:32][CH:33]=3)[N:28](CC3C=CC(OC)=CC=3)[N:27]=2)=[O:25])=[CH:12][C:13]([F:22])=[C:14]([CH2:16][C:17]([O:19][CH2:20][CH3:21])=[O:18])[CH:15]=1. (2) Given the product [C:16]([C:19]1[CH:24]=[CH:23][C:22]([CH2:2][C:3]([O:5][CH2:6][CH3:7])=[O:4])=[CH:21][CH:20]=1)(=[O:18])[CH3:17], predict the reactants needed to synthesize it. The reactants are: Br[CH2:2][C:3]([O:5][CH2:6][CH3:7])=[O:4].P([O-])([O-])([O-])=O.[K+].[K+].[K+].[C:16]([C:19]1[CH:24]=[CH:23][C:22](B(O)O)=[CH:21][CH:20]=1)(=[O:18])[CH3:17].C1COCC1. (3) Given the product [NH2:31][C:29]1[N:30]=[C:25]([N:11]2[CH2:16][CH2:15][CH2:14][C@@H:13]([C:17]([N:19]3[CH2:20][CH2:21][CH2:22][CH2:23]3)=[O:18])[CH2:12]2)[CH:26]=[C:27]([CH3:35])[C:28]=1[N+:32]([O-:34])=[O:33], predict the reactants needed to synthesize it. The reactants are: Cl.Cl.NC1C(N)=CN=C([N:11]2[CH2:16][CH2:15][CH2:14][C@@H:13]([C:17]([N:19]3[CH2:23][CH2:22][CH2:21][CH2:20]3)=[O:18])[CH2:12]2)N=1.Cl[C:25]1[N:30]=[C:29]([NH2:31])[C:28]([N+:32]([O-:34])=[O:33])=[C:27]([CH3:35])[CH:26]=1.N1CCC[C@@H](C(N2CCCC2)=O)C1. (4) Given the product [CH3:66][N:36]([CH3:35])[CH2:37][CH2:38][NH:39][C:40]([C:42]1[C:55]2[C:46](=[C:47]([NH:57][C:58]3[CH:63]=[C:62]([NH:64][C:27]([NH:12][C:9]4[CH:10]=[CH:11][C:6]([N:5]([CH2:13][CH2:14][Cl:15])[CH2:4][CH2:3][Cl:2])=[CH:7][CH:8]=4)=[O:33])[CH:61]=[CH:60][C:59]=3[CH3:65])[C:48]3[C:53]([N:54]=2)=[C:52]([CH3:56])[CH:51]=[CH:50][CH:49]=3)[CH:45]=[CH:44][CH:43]=1)=[O:41], predict the reactants needed to synthesize it. The reactants are: Cl.[Cl:2][CH2:3][CH2:4][N:5]([CH2:13][CH2:14][Cl:15])[C:6]1[CH:11]=[CH:10][C:9]([NH2:12])=[CH:8][CH:7]=1.CCN(CC)CC.ClC(Cl)(O[C:27](=[O:33])OC(Cl)(Cl)Cl)Cl.[CH3:35][N:36]([CH3:66])[CH2:37][CH2:38][NH:39][C:40]([C:42]1[C:55]2[C:46](=[C:47]([NH:57][C:58]3[CH:63]=[C:62]([NH2:64])[CH:61]=[CH:60][C:59]=3[CH3:65])[C:48]3[C:53]([N:54]=2)=[C:52]([CH3:56])[CH:51]=[CH:50][CH:49]=3)[CH:45]=[CH:44][CH:43]=1)=[O:41]. (5) Given the product [ClH:2].[Cl:2][C:3]1[CH:8]=[C:7]([Cl:9])[CH:6]=[CH:5][C:4]=1[NH:10][C:11]1[C:16]2[N:17]=[CH:18][N:19]([CH3:20])[C:15]=2[C:14]([C:21]([N:24]2[CH2:29][CH2:28][CH2:27][CH2:26][CH2:25]2)=[O:23])=[CH:13][N:12]=1, predict the reactants needed to synthesize it. The reactants are: Cl.[Cl:2][C:3]1[CH:8]=[C:7]([Cl:9])[CH:6]=[CH:5][C:4]=1[NH:10][C:11]1[C:16]2[N:17]=[CH:18][N:19]([CH3:20])[C:15]=2[C:14]([C:21]([OH:23])=O)=[CH:13][N:12]=1.[NH:24]1[CH2:29][CH2:28][CH2:27][CH2:26][CH2:25]1. (6) Given the product [OH:28][CH2:27][CH:22]1[CH:23]([OH:26])[CH2:24][CH2:25][N:20]([C:10]2[C:11]3[C:17]([O:18][CH3:19])=[CH:16][N:15]=[CH:14][C:12]=3[N:13]=[C:8]([C:6]3[CH:5]=[CH:4][N:3]=[C:2]([NH:29][C:30]4[CH:35]=[CH:34][CH:33]=[CH:32][CH:31]=4)[CH:7]=3)[N:9]=2)[CH2:21]1, predict the reactants needed to synthesize it. The reactants are: Cl[C:2]1[CH:7]=[C:6]([C:8]2[N:9]=[C:10]([N:20]3[CH2:25][CH2:24][CH:23]([OH:26])[CH:22]([CH2:27][OH:28])[CH2:21]3)[C:11]3[C:17]([O:18][CH3:19])=[CH:16][N:15]=[CH:14][C:12]=3[N:13]=2)[CH:5]=[CH:4][N:3]=1.[NH2:29][C:30]1[CH:35]=[CH:34][CH:33]=[CH:32][CH:31]=1. (7) Given the product [CH3:1][NH:2][C:31](=[O:33])[C@@H:24]([NH:23][C:21](=[O:22])[O:20][C:17]([CH3:19])([CH3:18])[CH3:16])[C:25]1[CH:30]=[CH:29][CH:28]=[CH:27][CH:26]=1, predict the reactants needed to synthesize it. The reactants are: [CH3:1][N:2]1CCOCC1.ClC(OCC(C)C)=O.[CH3:16][C:17]([O:20][C:21]([NH:23][C@H:24]([C:31]([OH:33])=O)[C:25]1[CH:30]=[CH:29][CH:28]=[CH:27][CH:26]=1)=[O:22])([CH3:19])[CH3:18].CN.